This data is from NCI-60 drug combinations with 297,098 pairs across 59 cell lines. The task is: Regression. Given two drug SMILES strings and cell line genomic features, predict the synergy score measuring deviation from expected non-interaction effect. (1) Drug 1: CNC(=O)C1=NC=CC(=C1)OC2=CC=C(C=C2)NC(=O)NC3=CC(=C(C=C3)Cl)C(F)(F)F. Drug 2: C1CCC(C(C1)N)N.C(=O)(C(=O)[O-])[O-].[Pt+4]. Cell line: SR. Synergy scores: CSS=62.2, Synergy_ZIP=2.39, Synergy_Bliss=6.54, Synergy_Loewe=-25.9, Synergy_HSA=7.78. (2) Drug 1: C1C(C(OC1N2C=NC3=C(N=C(N=C32)Cl)N)CO)O. Drug 2: CC1CCCC2(C(O2)CC(NC(=O)CC(C(C(=O)C(C1O)C)(C)C)O)C(=CC3=CSC(=N3)C)C)C. Cell line: SK-MEL-5. Synergy scores: CSS=70.3, Synergy_ZIP=-0.0532, Synergy_Bliss=-1.27, Synergy_Loewe=3.03, Synergy_HSA=4.96. (3) Drug 1: CC1OCC2C(O1)C(C(C(O2)OC3C4COC(=O)C4C(C5=CC6=C(C=C35)OCO6)C7=CC(=C(C(=C7)OC)O)OC)O)O. Drug 2: CC1=CC2C(CCC3(C2CCC3(C(=O)C)OC(=O)C)C)C4(C1=CC(=O)CC4)C. Cell line: SW-620. Synergy scores: CSS=50.5, Synergy_ZIP=11.5, Synergy_Bliss=8.86, Synergy_Loewe=-19.7, Synergy_HSA=6.97. (4) Drug 1: CCC1(CC2CC(C3=C(CCN(C2)C1)C4=CC=CC=C4N3)(C5=C(C=C6C(=C5)C78CCN9C7C(C=CC9)(C(C(C8N6C=O)(C(=O)OC)O)OC(=O)C)CC)OC)C(=O)OC)O.OS(=O)(=O)O. Drug 2: CC12CCC3C(C1CCC2OP(=O)(O)O)CCC4=C3C=CC(=C4)OC(=O)N(CCCl)CCCl.[Na+]. Cell line: KM12. Synergy scores: CSS=9.69, Synergy_ZIP=6.21, Synergy_Bliss=8.90, Synergy_Loewe=8.49, Synergy_HSA=8.07.